Dataset: Forward reaction prediction with 1.9M reactions from USPTO patents (1976-2016). Task: Predict the product of the given reaction. (1) Given the reactants [C:1]([C:3]1[CH:8]=[CH:7][CH:6]=[CH:5][C:4]=1[C:9]1[CH:14]=[CH:13][C:12]([CH2:15][C:16]2[C:17](=[O:36])[N:18]([CH2:28][C:29]([O:31]C(C)(C)C)=[O:30])[C:19]3[N:20]([N:25]=[CH:26][N:27]=3)[C:21]=2[CH2:22][CH2:23][CH3:24])=[CH:11][CH:10]=1)#[N:2].FC(F)(F)C(O)=O, predict the reaction product. The product is: [C:1]([C:3]1[CH:8]=[CH:7][CH:6]=[CH:5][C:4]=1[C:9]1[CH:10]=[CH:11][C:12]([CH2:15][C:16]2[C:17](=[O:36])[N:18]([CH2:28][C:29]([OH:31])=[O:30])[C:19]3[N:20]([N:25]=[CH:26][N:27]=3)[C:21]=2[CH2:22][CH2:23][CH3:24])=[CH:13][CH:14]=1)#[N:2]. (2) The product is: [CH2:19]([N:4]1[C:3](=[O:21])[C:2]([NH:32][C:31]2[CH:30]=[CH:29][C:28]([N:22]3[CH2:27][CH2:26][O:25][CH2:24][CH2:23]3)=[CH:34][CH:33]=2)=[C:6]([C:7]2[CH:12]=[CH:11][C:10]([C:13]([F:16])([F:15])[F:14])=[CH:9][CH:8]=2)[S:5]1(=[O:18])=[O:17])[CH3:20]. Given the reactants Cl[C:2]1[C:3](=[O:21])[N:4]([CH2:19][CH3:20])[S:5](=[O:18])(=[O:17])[C:6]=1[C:7]1[CH:12]=[CH:11][C:10]([C:13]([F:16])([F:15])[F:14])=[CH:9][CH:8]=1.[N:22]1([C:28]2[CH:34]=[CH:33][C:31]([NH2:32])=[CH:30][CH:29]=2)[CH2:27][CH2:26][O:25][CH2:24][CH2:23]1, predict the reaction product. (3) Given the reactants [CH3:1][O:2][C:3]1[CH:4]=[C:5]2[C:10](=[C:11]([CH3:14])[C:12]=1[CH3:13])[NH:9][CH2:8][C:7]1([CH2:17][CH2:16][CH2:15]1)[CH2:6]2.[Br:18][CH2:19][CH2:20]Br.C([O-])([O-])=O.[Cs+].[Cs+].O, predict the reaction product. The product is: [Br:18][CH2:19][CH2:20][N:9]1[C:10]2[C:5](=[CH:4][C:3]([O:2][CH3:1])=[C:12]([CH3:13])[C:11]=2[CH3:14])[CH2:6][C:7]2([CH2:15][CH2:16][CH2:17]2)[CH2:8]1.